From a dataset of Full USPTO retrosynthesis dataset with 1.9M reactions from patents (1976-2016). Predict the reactants needed to synthesize the given product. The reactants are: [F:1][C:2]1([F:17])[O:7][C:6]2[CH:8]=[C:9]([F:15])[C:10]([N+:12]([O-:14])=[O:13])=[CH:11][C:5]=2[NH:4][C:3]1=[O:16].C(=O)([O-])[O-].[K+].[K+].Br[CH2:25][C:26]#[CH:27]. Given the product [F:17][C:2]1([F:1])[O:7][C:6]2[CH:8]=[C:9]([F:15])[C:10]([N+:12]([O-:14])=[O:13])=[CH:11][C:5]=2[N:4]([CH2:27][C:26]#[CH:25])[C:3]1=[O:16], predict the reactants needed to synthesize it.